From a dataset of NCI-60 drug combinations with 297,098 pairs across 59 cell lines. Regression. Given two drug SMILES strings and cell line genomic features, predict the synergy score measuring deviation from expected non-interaction effect. (1) Drug 1: CC1=C(C=C(C=C1)NC2=NC=CC(=N2)N(C)C3=CC4=NN(C(=C4C=C3)C)C)S(=O)(=O)N.Cl. Drug 2: C1=CC(=CC=C1CCC2=CNC3=C2C(=O)NC(=N3)N)C(=O)NC(CCC(=O)O)C(=O)O. Cell line: NCI-H226. Synergy scores: CSS=12.6, Synergy_ZIP=-4.05, Synergy_Bliss=-0.0896, Synergy_Loewe=2.84, Synergy_HSA=3.13. (2) Drug 1: CN1C(=O)N2C=NC(=C2N=N1)C(=O)N. Drug 2: C1=CN(C=N1)CC(O)(P(=O)(O)O)P(=O)(O)O. Cell line: SF-268. Synergy scores: CSS=-4.18, Synergy_ZIP=1.44, Synergy_Bliss=1.08, Synergy_Loewe=-5.52, Synergy_HSA=-3.02. (3) Drug 1: CC1=C2C(C(=O)C3(C(CC4C(C3C(C(C2(C)C)(CC1OC(=O)C(C(C5=CC=CC=C5)NC(=O)C6=CC=CC=C6)O)O)OC(=O)C7=CC=CC=C7)(CO4)OC(=O)C)O)C)OC(=O)C. Drug 2: C1=CC=C(C=C1)NC(=O)CCCCCCC(=O)NO. Cell line: OVCAR-8. Synergy scores: CSS=40.5, Synergy_ZIP=2.69, Synergy_Bliss=4.97, Synergy_Loewe=2.50, Synergy_HSA=7.31. (4) Drug 1: C1=CC(=CC=C1CCC2=CNC3=C2C(=O)NC(=N3)N)C(=O)NC(CCC(=O)O)C(=O)O. Drug 2: C1=CC=C(C=C1)NC(=O)CCCCCCC(=O)NO. Cell line: LOX IMVI. Synergy scores: CSS=48.6, Synergy_ZIP=0.895, Synergy_Bliss=-2.85, Synergy_Loewe=-1.85, Synergy_HSA=-0.672.